Dataset: Reaction yield outcomes from USPTO patents with 853,638 reactions. Task: Predict the reaction yield, written as a fraction of the theoretical maximum amount of product (1.0 means a 100% yield; for example, 0.34 means a 34% yield). (1) The reactants are C([N:3]([CH2:6]C)CC)C.C1C=CC(P(N=[N+]=[N-])(C2C=CC=CC=2)=[O:15])=CC=1.[Br:25][C:26]1[CH:27]=[N:28][CH:29]=[C:30]([CH:34]=1)C(O)=O.[CH3:35][C:36]([OH:39])([CH3:38])[CH3:37]. The catalyst is C1(C)C=CC=CC=1.CCOC(C)=O.O. The product is [Br:25][C:26]1[CH:34]=[C:30]([NH:3][C:6](=[O:15])[O:39][C:36]([CH3:38])([CH3:37])[CH3:35])[CH:29]=[N:28][CH:27]=1. The yield is 0.720. (2) The yield is 0.120. The catalyst is C1C=CC(P(C2C=CC=CC=2)[C-]2C=CC=C2)=CC=1.C1C=CC(P(C2C=CC=CC=2)[C-]2C=CC=C2)=CC=1.Cl[Pd]Cl.[Fe+2].O.O1CCOCC1. The product is [C:11]([C:8]1[N:6]2[CH:7]=[C:2]([C:29]3[CH:30]=[C:25]([NH:24][S:21]([C:15]4[CH:16]=[CH:17][C:18]([F:20])=[CH:19][C:14]=4[F:13])(=[O:23])=[O:22])[C:26]([O:40][CH3:41])=[N:27][CH:28]=3)[CH:3]=[CH:4][C:5]2=[N:10][CH:9]=1)#[N:12]. The reactants are Cl[C:2]1[CH:3]=[CH:4][C:5]2[N:6]([C:8]([C:11]#[N:12])=[CH:9][N:10]=2)[CH:7]=1.[F:13][C:14]1[CH:19]=[C:18]([F:20])[CH:17]=[CH:16][C:15]=1[S:21]([NH:24][C:25]1[C:26]([O:40][CH3:41])=[N:27][CH:28]=[C:29](B2OC(C)(C)C(C)(C)O2)[CH:30]=1)(=[O:23])=[O:22].C(Cl)Cl.C([O-])([O-])=O.[Na+].[Na+].N#N. (3) The reactants are C[O:2][C:3]([C:5]1[CH:6]=[C:7]([Cl:32])[CH:8]=[C:9]2[C:14]=1[NH:13][CH:12]([C:15]1[CH:20]=[CH:19][CH:18]=[C:17]([N:21]3[CH2:26][CH2:25][N:24]([C:27](=[O:29])[CH3:28])[CH2:23][CH2:22]3)[CH:16]=1)[C:11]([CH3:31])([CH3:30])[CH2:10]2)=[O:4].O.[OH-].[Li+].O.Cl. The product is [C:27]([N:24]1[CH2:25][CH2:26][N:21]([C:17]2[CH:16]=[C:15]([CH:12]3[C:11]([CH3:31])([CH3:30])[CH2:10][C:9]4[C:14](=[C:5]([C:3]([OH:4])=[O:2])[CH:6]=[C:7]([Cl:32])[CH:8]=4)[NH:13]3)[CH:20]=[CH:19][CH:18]=2)[CH2:22][CH2:23]1)(=[O:29])[CH3:28]. The yield is 0.260. The catalyst is CO.O1CCCC1. (4) The reactants are [C:1]([O:5][C:6]([N:8]1[C@@:12]([CH3:16])([C:13]([OH:15])=O)[CH2:11][O:10][C:9]1([CH3:18])[CH3:17])=[O:7])([CH3:4])([CH3:3])[CH3:2].CN(C(ON1N=NC2C=CC=NC1=2)=[N+](C)C)C.F[P-](F)(F)(F)(F)F.C(N(C(C)C)CC)(C)C.[CH2:52]([O:60][C:61]1[CH:70]=[CH:69][C:64]([C:65]([NH:67][NH2:68])=[O:66])=[CH:63][C:62]=1[C:71]([F:74])([F:73])[F:72])[CH2:53][CH2:54][CH2:55][CH2:56][CH2:57][CH2:58][CH3:59]. The catalyst is C(Cl)Cl.CN(C=O)C.C(Cl)Cl. The product is [CH3:17][C:9]1([CH3:18])[N:8]([C:6]([O:5][C:1]([CH3:2])([CH3:3])[CH3:4])=[O:7])[C@:12]([CH3:16])([C:13]([NH:68][NH:67][C:65](=[O:66])[C:64]2[CH:69]=[CH:70][C:61]([O:60][CH2:52][CH2:53][CH2:54][CH2:55][CH2:56][CH2:57][CH2:58][CH3:59])=[C:62]([C:71]([F:72])([F:74])[F:73])[CH:63]=2)=[O:15])[CH2:11][O:10]1. The yield is 0.820. (5) The reactants are [FH:1].[FH:2].F.C(N(CC)CC)C.O=[C:12]1[CH2:17][CH2:16][CH:15]([C:18]([O:20][CH2:21][CH3:22])=[O:19])[CH2:14][CH2:13]1.C([O-])(O)=O.[Na+]. The catalyst is ClCCCl.C(Cl)Cl. The product is [F:1][C:12]1([F:2])[CH2:17][CH2:16][CH:15]([C:18]([O:20][CH2:21][CH3:22])=[O:19])[CH2:14][CH2:13]1. The yield is 0.690. (6) The reactants are [N:1]1[CH:6]=[CH:5][CH:4]=[C:3](B(O)O)[CH:2]=1.Br[C:11]1[CH:12]=[C:13]2[C:18](=[CH:19][CH:20]=1)[N:17]=[CH:16][C:15]([N+:21]([O-:23])=[O:22])=[C:14]2[NH:24][C:25]1[CH:30]=[CH:29][C:28]([C:31]([CH3:35])([CH3:34])[C:32]#[N:33])=[CH:27][CH:26]=1.C([O-])([O-])=O.[K+].[K+]. The catalyst is CN(C=O)C.[Cl-].[Na+].O.CCOC(C)=O.C1C=CC([P]([Pd]([P](C2C=CC=CC=2)(C2C=CC=CC=2)C2C=CC=CC=2)([P](C2C=CC=CC=2)(C2C=CC=CC=2)C2C=CC=CC=2)[P](C2C=CC=CC=2)(C2C=CC=CC=2)C2C=CC=CC=2)(C2C=CC=CC=2)C2C=CC=CC=2)=CC=1. The product is [CH3:34][C:31]([C:28]1[CH:27]=[CH:26][C:25]([NH:24][C:14]2[C:13]3[C:18](=[CH:19][CH:20]=[C:11]([C:3]4[CH:2]=[N:1][CH:6]=[CH:5][CH:4]=4)[CH:12]=3)[N:17]=[CH:16][C:15]=2[N+:21]([O-:23])=[O:22])=[CH:30][CH:29]=1)([CH3:35])[C:32]#[N:33]. The yield is 0.700. (7) The reactants are [OH:1][C:2]1[CH:3]=[C:4]([CH:9]=[C:10]([N+:12]([O-:14])=[O:13])[CH:11]=1)[C:5]([O:7][CH3:8])=[O:6].Cl[C:16]([F:21])([F:20])C([O-])=O.[Na+].C([O-])([O-])=O.[Na+].[Na+].O. The catalyst is CN(C=O)C. The product is [F:20][CH:16]([F:21])[O:1][C:2]1[CH:3]=[C:4]([CH:9]=[C:10]([N+:12]([O-:14])=[O:13])[CH:11]=1)[C:5]([O:7][CH3:8])=[O:6]. The yield is 0.610.